Dataset: Catalyst prediction with 721,799 reactions and 888 catalyst types from USPTO. Task: Predict which catalyst facilitates the given reaction. (1) Reactant: [Cl:1][C:2]1[C:3]([N:8]2[C:12]([C:13]([O:15][CH3:16])=[O:14])=[CH:11][C:10]([CH2:17]S(C)(=O)=O)=[N:9]2)=[N:4][CH:5]=[CH:6][CH:7]=1.[F:22][C:23]([F:41])([F:40])[C:24]1[CH:25]=[C:26]([CH2:34][S:35]([NH:38][CH3:39])(=[O:37])=[O:36])[CH:27]=[C:28]([C:30]([F:33])([F:32])[F:31])[CH:29]=1.C(=O)([O-])[O-].[K+].[K+].O. Product: [F:41][C:23]([F:22])([F:40])[C:24]1[CH:25]=[C:26]([CH:27]=[C:28]([C:30]([F:33])([F:32])[F:31])[CH:29]=1)[CH2:34][S:35]([N:38]([CH2:17][C:10]1[CH:11]=[C:12]([C:13]([O:15][CH3:16])=[O:14])[N:8]([C:3]2[C:2]([Cl:1])=[CH:7][CH:6]=[CH:5][N:4]=2)[N:9]=1)[CH3:39])(=[O:36])=[O:37]. The catalyst class is: 10. (2) Reactant: [Cl:1][C:2]1[C:7]([C:8]2[CH:13]=[CH:12][CH:11]=[C:10]([CH2:14][CH3:15])[CH:9]=2)=[C:6]([C@:16]([C@@H:22]2[O:27][CH2:26][CH2:25][N:24]([C:28]([O:30][C:31]([CH3:34])([CH3:33])[CH3:32])=[O:29])[CH2:23]2)([OH:21])[CH2:17][CH2:18][CH:19]=O)[CH:5]=[CH:4][CH:3]=1.N.CC(O)=O.[BH3-]C#[N:42].[Na+]. Product: [NH2:42][CH2:19][CH2:18][CH2:17][C@:16]([C@@H:22]1[O:27][CH2:26][CH2:25][N:24]([C:28]([O:30][C:31]([CH3:32])([CH3:33])[CH3:34])=[O:29])[CH2:23]1)([C:6]1[CH:5]=[CH:4][CH:3]=[C:2]([Cl:1])[C:7]=1[C:8]1[CH:13]=[CH:12][CH:11]=[C:10]([CH2:14][CH3:15])[CH:9]=1)[OH:21]. The catalyst class is: 24.